From a dataset of Full USPTO retrosynthesis dataset with 1.9M reactions from patents (1976-2016). Predict the reactants needed to synthesize the given product. The reactants are: S(=O)(=O)(O)O.[Cl:6][C:7]1[CH:12]=[CH:11][C:10]([CH2:13][CH:14](O)[CH:15]([CH3:17])[CH3:16])=[CH:9][CH:8]=1. Given the product [Cl:6][C:7]1[CH:12]=[C:11]2[C:10]([CH2:13][CH2:14][C:15]2([CH3:17])[CH3:16])=[CH:9][CH:8]=1, predict the reactants needed to synthesize it.